This data is from NCI-60 drug combinations with 297,098 pairs across 59 cell lines. The task is: Regression. Given two drug SMILES strings and cell line genomic features, predict the synergy score measuring deviation from expected non-interaction effect. (1) Drug 1: C1=C(C(=O)NC(=O)N1)F. Drug 2: C(CN)CNCCSP(=O)(O)O. Cell line: OVCAR-8. Synergy scores: CSS=26.6, Synergy_ZIP=0.890, Synergy_Bliss=-0.262, Synergy_Loewe=-17.0, Synergy_HSA=-0.572. (2) Drug 1: C1=CC(=CC=C1CC(C(=O)O)N)N(CCCl)CCCl.Cl. Drug 2: C1CN(CCN1C(=O)CCBr)C(=O)CCBr. Cell line: CCRF-CEM. Synergy scores: CSS=79.3, Synergy_ZIP=-0.266, Synergy_Bliss=0.943, Synergy_Loewe=-6.64, Synergy_HSA=3.18. (3) Cell line: CCRF-CEM. Drug 2: C1CC(=O)NC(=O)C1N2CC3=C(C2=O)C=CC=C3N. Drug 1: CN1CCC(CC1)COC2=C(C=C3C(=C2)N=CN=C3NC4=C(C=C(C=C4)Br)F)OC. Synergy scores: CSS=10.5, Synergy_ZIP=-4.26, Synergy_Bliss=-3.42, Synergy_Loewe=-2.75, Synergy_HSA=-2.42. (4) Drug 1: C1CCC(C1)C(CC#N)N2C=C(C=N2)C3=C4C=CNC4=NC=N3. Drug 2: C1CCC(CC1)NC(=O)N(CCCl)N=O. Cell line: SK-OV-3. Synergy scores: CSS=19.3, Synergy_ZIP=0.964, Synergy_Bliss=5.57, Synergy_Loewe=4.98, Synergy_HSA=6.08. (5) Drug 1: CC1OCC2C(O1)C(C(C(O2)OC3C4COC(=O)C4C(C5=CC6=C(C=C35)OCO6)C7=CC(=C(C(=C7)OC)O)OC)O)O. Drug 2: CCCS(=O)(=O)NC1=C(C(=C(C=C1)F)C(=O)C2=CNC3=C2C=C(C=N3)C4=CC=C(C=C4)Cl)F. Cell line: HT29. Synergy scores: CSS=41.6, Synergy_ZIP=-0.916, Synergy_Bliss=-0.939, Synergy_Loewe=-2.00, Synergy_HSA=3.04.